This data is from Full USPTO retrosynthesis dataset with 1.9M reactions from patents (1976-2016). The task is: Predict the reactants needed to synthesize the given product. (1) Given the product [CH3:27][O:26][C:5]1[CH:6]=[CH:7][C:8]([CH2:10][N:11]2[CH2:16][CH2:15][CH:14]([C:17]3[C:25]4[C:20](=[CH:21][CH:22]=[CH:23][CH:24]=4)[N:19]([CH2:31][C:32]4[CH:33]=[N:34][CH:35]=[CH:36][CH:37]=4)[CH:18]=3)[CH2:13][CH2:12]2)=[CH:9][C:4]=1[C:3]([OH:2])=[O:28], predict the reactants needed to synthesize it. The reactants are: C[O:2][C:3](=[O:28])[C:4]1[CH:9]=[C:8]([CH2:10][N:11]2[CH2:16][CH2:15][CH:14]([C:17]3[C:25]4[C:20](=[CH:21][CH:22]=[CH:23][CH:24]=4)[NH:19][CH:18]=3)[CH2:13][CH2:12]2)[CH:7]=[CH:6][C:5]=1[O:26][CH3:27].Cl.Cl[CH2:31][C:32]1[CH:33]=[N:34][CH:35]=[CH:36][CH:37]=1. (2) Given the product [CH3:3][C:4]([CH3:37])([CH2:9][O:10][C:11]1[CH:16]=[CH:15][C:14]([C:17]2[CH:26]=[C:25]3[C:20]([C:21]([C:28](=[O:36])[NH:29][C:30]4[CH:35]=[CH:34][CH:33]=[CH:32][CH:31]=4)=[CH:22][C:23]([CH3:27])=[N:24]3)=[CH:19][CH:18]=2)=[CH:13][N:12]=1)[C:5]([OH:7])=[O:6], predict the reactants needed to synthesize it. The reactants are: [OH-].[Na+].[CH3:3][C:4]([CH3:37])([CH2:9][O:10][C:11]1[CH:16]=[CH:15][C:14]([C:17]2[CH:26]=[C:25]3[C:20]([C:21]([C:28](=[O:36])[NH:29][C:30]4[CH:35]=[CH:34][CH:33]=[CH:32][CH:31]=4)=[CH:22][C:23]([CH3:27])=[N:24]3)=[CH:19][CH:18]=2)=[CH:13][N:12]=1)[C:5]([O:7]C)=[O:6].O1CCCC1.Cl.